Dataset: Forward reaction prediction with 1.9M reactions from USPTO patents (1976-2016). Task: Predict the product of the given reaction. (1) Given the reactants [CH2:1]([O:3][C:4]([C:6]1[O:14][C:13]2[C:12]([F:15])=[CH:11][N:10]=[CH:9][C:8]=2[C:7]=1[NH2:16])=[O:5])[CH3:2].Br[C:18]1[CH:23]=[CH:22][C:21]([S:24][CH3:25])=[CH:20][C:19]=1[F:26].CC1(C)C2C(=C(P(C3C=CC=CC=3)C3C=CC=CC=3)C=CC=2)OC2C(P(C3C=CC=CC=3)C3C=CC=CC=3)=CC=CC1=2.[O-]P([O-])([O-])=O.[K+].[K+].[K+], predict the reaction product. The product is: [CH2:1]([O:3][C:4]([C:6]1[O:14][C:13]2[C:12]([F:15])=[CH:11][N:10]=[CH:9][C:8]=2[C:7]=1[NH:16][C:18]1[CH:23]=[CH:22][C:21]([S:24][CH3:25])=[CH:20][C:19]=1[F:26])=[O:5])[CH3:2]. (2) Given the reactants N12CCCN=C1CCCCC2.F[C:13]1[CH:18]=[CH:17][C:16]([S:19]([NH2:22])(=[O:21])=[O:20])=[CH:15][C:14]=1[N+:23]([O-:25])=[O:24].C(OC1C=C[C:33]([S:36](N)(=O)=O)=[CH:32]C=1N=C=S)(C)C.C(S)C, predict the reaction product. The product is: [CH2:33]([S:36][C:13]1[CH:18]=[CH:17][C:16]([S:19]([NH2:22])(=[O:21])=[O:20])=[CH:15][C:14]=1[N+:23]([O-:25])=[O:24])[CH3:32]. (3) Given the reactants F[C:2]1[CH:7]=[CH:6][C:5]([S:8]([NH2:11])(=[O:10])=[O:9])=[CH:4][C:3]=1[N+:12]([O-:14])=[O:13].[CH:15]1([N:18]2[CH2:23][CH2:22][CH:21]([NH2:24])[CH2:20][CH2:19]2)[CH2:17][CH2:16]1.C(N(CC)C(C)C)(C)C, predict the reaction product. The product is: [CH:15]1([N:18]2[CH2:23][CH2:22][CH:21]([NH:24][C:2]3[CH:7]=[CH:6][C:5]([S:8]([NH2:11])(=[O:10])=[O:9])=[CH:4][C:3]=3[N+:12]([O-:14])=[O:13])[CH2:20][CH2:19]2)[CH2:17][CH2:16]1. (4) Given the reactants [F:1][C:2]1[CH:3]=[C:4]2[C:9](=[CH:10][CH:11]=1)[NH:8][CH:7]=[N:6][C:5]2=[O:12].[N+:13]([O-])([OH:15])=[O:14], predict the reaction product. The product is: [F:1][C:2]1[CH:3]=[C:4]2[C:9](=[CH:10][C:11]=1[N+:13]([O-:15])=[O:14])[NH:8][CH:7]=[N:6][C:5]2=[O:12]. (5) The product is: [NH2:14][C:13]1[C:10](=[N:9][NH:8][C:4]2[CH:5]=[CH:6][CH:7]=[C:2]([Cl:1])[CH:3]=2)[C:11]([NH2:12])=[N:30][N:29]=1. Given the reactants [Cl:1][C:2]1[CH:3]=[C:4]([NH:8][N:9]=[C:10]([C:13]#[N:14])[C:11]#[N:12])[CH:5]=[CH:6][CH:7]=1.ClC1C=C(C=CC=1)N.C(#N)CC#N.O.[NH2:29][NH2:30], predict the reaction product. (6) Given the reactants [CH2:1]([O:8][N:9]=[C:10]1[CH2:14][N:13]([C:15]([O:17]C(C)(C)C)=O)[C@H:12]([C:22]([OH:24])=O)[CH2:11]1)[C:2]1[CH:7]=[CH:6][CH:5]=[CH:4][CH:3]=1.[C:25]([N:33]=C=O)(=[O:32])[C:26]1[CH:31]=[CH:30][CH:29]=[CH:28][CH:27]=1.[CH2:36]([NH:43][CH3:44])[C:37]1[CH:42]=[CH:41][CH:40]=[CH:39][CH:38]=1, predict the reaction product. The product is: [C:25]([NH:33][C:15]([N:13]1[CH2:14][C:10](=[N:9][O:8][CH2:1][C:2]2[CH:3]=[CH:4][CH:5]=[CH:6][CH:7]=2)[CH2:11][C@H:12]1[C:22]([N:43]([CH2:36][C:37]1[CH:42]=[CH:41][CH:40]=[CH:39][CH:38]=1)[CH3:44])=[O:24])=[O:17])(=[O:32])[C:26]1[CH:31]=[CH:30][CH:29]=[CH:28][CH:27]=1. (7) Given the reactants O.[NH2:2][NH2:3].[C:4]([O:8][C:9]([NH:11][C@@H:12]1[CH2:17][CH2:16][CH2:15][N:14]([C:18]2[NH:22][N:21]=[C:20]([C:23](OC)=[O:24])[C:19]=2[CH2:27][C:28]2[CH:33]=[CH:32][CH:31]=[CH:30][C:29]=2[Cl:34])[CH2:13]1)=[O:10])([CH3:7])([CH3:6])[CH3:5], predict the reaction product. The product is: [Cl:34][C:29]1[CH:30]=[CH:31][CH:32]=[CH:33][C:28]=1[CH2:27][C:19]1[C:20]([C:23]([NH:2][NH2:3])=[O:24])=[N:21][NH:22][C:18]=1[N:14]1[CH2:15][CH2:16][CH2:17][C@@H:12]([NH:11][C:9](=[O:10])[O:8][C:4]([CH3:5])([CH3:6])[CH3:7])[CH2:13]1. (8) Given the reactants F[C:2]1[CH:3]=[C:4]2[C:9](=[C:10]([F:12])[CH:11]=1)[C:8](=[O:13])[CH2:7][CH2:6][CH2:5]2.C(N(CC)CC)C.[F:21][C:22]1[CH:23]=[C:24]([SH:28])[CH:25]=[CH:26][CH:27]=1.O, predict the reaction product. The product is: [F:12][C:10]1[CH:11]=[C:2]([S:28][C:24]2[CH:25]=[CH:26][CH:27]=[C:22]([F:21])[CH:23]=2)[CH:3]=[C:4]2[C:9]=1[C:8](=[O:13])[CH2:7][CH2:6][CH2:5]2.